This data is from Forward reaction prediction with 1.9M reactions from USPTO patents (1976-2016). The task is: Predict the product of the given reaction. (1) Given the reactants [NH2:1][C:2]1[S:3][C:4]([CH:7]=[O:8])=[CH:5][N:6]=1.C(N(CC)CC)C.[CH3:16][O:17][CH2:18][C:19](Cl)=[O:20], predict the reaction product. The product is: [CH:7]([C:4]1[S:3][C:2]([NH:1][C:19](=[O:20])[CH2:18][O:17][CH3:16])=[N:6][CH:5]=1)=[O:8]. (2) Given the reactants C(OC(=O)[NH:7][C@H:8]1[CH2:13][C@@H:12]([N:14]2[CH2:21][C:20]3[C:16](=[N:17][N:18]([S:22]([CH:25]4[CH2:29][CH2:28][CH2:27][CH2:26]4)(=[O:24])=[O:23])[CH:19]=3)[CH2:15]2)[CH2:11][O:10][C@@H:9]1[C:30]1[CH:35]=[C:34]([F:36])[CH:33]=[CH:32][C:31]=1[F:37])(C)(C)C.[F:39][C:40]([F:45])([F:44])[C:41]([OH:43])=[O:42], predict the reaction product. The product is: [F:39][C:40]([F:45])([F:44])[C:41]([OH:43])=[O:42].[F:37][C:31]1[CH:32]=[CH:33][C:34]([F:36])=[CH:35][C:30]=1[C@@H:9]1[C@@H:8]([NH2:7])[CH2:13][C@@H:12]([N:14]2[CH2:21][C:20]3[C:16](=[N:17][N:18]([S:22]([CH:25]4[CH2:29][CH2:28][CH2:27][CH2:26]4)(=[O:23])=[O:24])[CH:19]=3)[CH2:15]2)[CH2:11][O:10]1. (3) Given the reactants [N+:1]([O-:4])([O-])=[O:2].[K+].[C:6]1([C:12]2([C:15]#[N:16])[CH2:14][CH2:13]2)[CH:11]=[CH:10][CH:9]=[CH:8][CH:7]=1, predict the reaction product. The product is: [N+:1]([C:9]1[CH:10]=[CH:11][C:6]([C:12]2([C:15]#[N:16])[CH2:13][CH2:14]2)=[CH:7][CH:8]=1)([O-:4])=[O:2]. (4) Given the reactants Cl[C:2]1[C:11]([C:12]([OH:14])=[O:13])=[CH:10][C:9]2[C:4](=[CH:5][CH:6]=[C:7]([Cl:15])[CH:8]=2)[N:3]=1.[NH2:16][C@@H:17]([CH2:21][C:22]1[CH:27]=[CH:26][C:25]([O:28][C:29]2[C:34]([C:35]([F:38])([F:37])[F:36])=[CH:33][CH:32]=[CH:31][N:30]=2)=[CH:24][CH:23]=1)[C:18]([OH:20])=[O:19], predict the reaction product. The product is: [C:18]([C@@H:17]([NH:16][C:2]1[C:11]([C:12]([OH:14])=[O:13])=[CH:10][C:9]2[C:4](=[CH:5][CH:6]=[C:7]([Cl:15])[CH:8]=2)[N:3]=1)[CH2:21][C:22]1[CH:27]=[CH:26][C:25]([O:28][C:29]2[C:34]([C:35]([F:38])([F:36])[F:37])=[CH:33][CH:32]=[CH:31][N:30]=2)=[CH:24][CH:23]=1)([OH:20])=[O:19]. (5) Given the reactants [Cl:1][C:2]1[CH:3]=[C:4]([CH:16]=[CH:17][C:18]=1[F:19])[O:5][C:6]1[N:14]=[CH:13][C:12]([F:15])=[CH:11][C:7]=1[C:8]([OH:10])=O.S(Cl)(Cl)=O.[CH2:24](N(C(C)C)C(C)C)C.C[CH:34]1[CH2:43][CH2:42][C:41]2[C:36](=[CH:37][CH:38]=[CH:39][CH:40]=2)[NH:35]1, predict the reaction product. The product is: [Cl:1][C:2]1[CH:3]=[C:4]([CH:16]=[CH:17][C:18]=1[F:19])[O:5][C:6]1[C:7]([C:8]([N:35]2[C:36]3[C:41](=[CH:40][CH:39]=[CH:38][C:37]=3[CH3:24])[CH2:42][CH2:43][CH2:34]2)=[O:10])=[CH:11][C:12]([F:15])=[CH:13][N:14]=1. (6) The product is: [OH:32][C:13]1[C:12](=[O:33])[N:11]([C:8]2[CH:7]=[CH:6][C:5]([CH:3]=[N:37][O:36][CH3:35])=[CH:10][CH:9]=2)[CH:15]([C:16]2[CH:21]=[CH:20][CH:19]=[CH:18][CH:17]=2)[C:14]=1[C:22](=[O:31])[C:23]1[CH:28]=[CH:27][C:26]([O:29][CH3:30])=[CH:25][CH:24]=1. Given the reactants CO.[CH:3]([C:5]1[CH:10]=[CH:9][C:8]([N:11]2[CH:15]([C:16]3[CH:21]=[CH:20][CH:19]=[CH:18][CH:17]=3)[C:14]([C:22](=[O:31])[C:23]3[CH:28]=[CH:27][C:26]([O:29][CH3:30])=[CH:25][CH:24]=3)=[C:13]([OH:32])[C:12]2=[O:33])=[CH:7][CH:6]=1)=O.[Cl-].[CH3:35][O:36][NH3+:37].C([O-])(=O)C.[Na+], predict the reaction product.